Dataset: Cav3 T-type calcium channel HTS with 100,875 compounds. Task: Binary Classification. Given a drug SMILES string, predict its activity (active/inactive) in a high-throughput screening assay against a specified biological target. The molecule is O=C(Nc1c(OC)ccc(OC)c1)C1CCN(CC1)Cc1c(n(nc1)c1ccccc1)n1cccc1. The result is 1 (active).